This data is from Full USPTO retrosynthesis dataset with 1.9M reactions from patents (1976-2016). The task is: Predict the reactants needed to synthesize the given product. (1) Given the product [Br:1][C:2]1[CH:10]=[CH:9][C:8]([I:11])=[CH:7][C:3]=1[C:4]([C:24]1[CH:23]=[C:22]2[C:27](=[CH:26][CH:25]=1)[O:18][CH2:19][CH2:20][CH2:21]2)=[O:6], predict the reactants needed to synthesize it. The reactants are: [Br:1][C:2]1[CH:10]=[CH:9][C:8]([I:11])=[CH:7][C:3]=1[C:4]([OH:6])=O.C(Cl)(=O)C(Cl)=O.[O:18]1[C:27]2[C:22](=[CH:23][CH:24]=[CH:25][CH:26]=2)[CH2:21][CH2:20][CH2:19]1.[Cl-].[Al+3].[Cl-].[Cl-]. (2) Given the product [CH:16]1([NH:19][C:20](=[O:40])[C:21]2[CH:26]=[CH:25][C:24]([C:27]3[N:31]4[CH:32]=[CH:33][N:34]=[C:35]([O:13][CH2:12][CH:9]5[CH2:10][CH2:11][O:6][CH2:7][CH2:8]5)[C:30]4=[N:29][CH:28]=3)=[CH:23][CH:22]=2)[CH2:17][CH2:18]1, predict the reactants needed to synthesize it. The reactants are: C1COCC1.[O:6]1[CH2:11][CH2:10][CH:9]([CH2:12][OH:13])[CH2:8][CH2:7]1.[H-].[Na+].[CH:16]1([NH:19][C:20](=[O:40])[C:21]2[CH:26]=[CH:25][C:24]([C:27]3[N:31]4[CH:32]=[CH:33][N:34]=[C:35](S(C)(=O)=O)[C:30]4=[N:29][CH:28]=3)=[CH:23][CH:22]=2)[CH2:18][CH2:17]1. (3) Given the product [C:33]([N:30]1[CH2:29][CH2:28][CH:27]([NH:26][C:24]([C:20]2[C:16]3[N:17]=[CH:18][N:19]=[C:14]([C:8]4[CH:9]=[C:10]([CH3:13])[CH:11]=[CH:12][C:7]=4[O:6][CH2:5][CH:2]4[CH2:4][CH2:3]4)[C:15]=3[NH:22][C:21]=2[CH3:23])=[O:25])[CH2:32][CH2:31]1)(=[O:35])[CH3:34], predict the reactants needed to synthesize it. The reactants are: Cl.[CH:2]1([CH2:5][O:6][C:7]2[CH:12]=[CH:11][C:10]([CH3:13])=[CH:9][C:8]=2[C:14]2[C:15]3[NH:22][C:21]([CH3:23])=[C:20]([C:24]([NH:26][CH:27]4[CH2:32][CH2:31][NH:30][CH2:29][CH2:28]4)=[O:25])[C:16]=3[N:17]=[CH:18][N:19]=2)[CH2:4][CH2:3]1.[C:33](Cl)(=[O:35])[CH3:34]. (4) Given the product [CH2:64]([N:66]1[CH:70]=[C:69]([NH:71][C:2]2[C:11]3[C:6](=[CH:7][CH:8]=[CH:9][CH:10]=3)[CH:5]=[C:4]([S:12]([C:15]3[CH:20]=[CH:19][C:18]([F:21])=[CH:17][CH:16]=3)(=[O:14])=[O:13])[N:3]=2)[N:68]=[CH:67]1)[CH3:65], predict the reactants needed to synthesize it. The reactants are: Cl[C:2]1[C:11]2[C:6](=[CH:7][CH:8]=[CH:9][CH:10]=2)[CH:5]=[C:4]([S:12]([C:15]2[CH:20]=[CH:19][C:18]([F:21])=[CH:17][CH:16]=2)(=[O:14])=[O:13])[N:3]=1.C1(P(C2C=CC=CC=2)C2C3OC4C(=CC=CC=4P(C4C=CC=CC=4)C4C=CC=CC=4)C(C)(C)C=3C=CC=2)C=CC=CC=1.[CH2:64]([N:66]1[CH:70]=[C:69]([NH2:71])[N:68]=[CH:67]1)[CH3:65].C([O-])([O-])=O.[Na+].[Na+]. (5) The reactants are: Cl[C:2]1[C:3]2[N:11]([CH3:12])[CH:10]=[C:9]([C:13]3[C:18]([CH3:19])=[CH:17][C:16]([O:20][CH3:21])=[CH:15][C:14]=3[CH3:22])[C:4]=2[N:5]=[C:6]([CH3:8])[N:7]=1.[NH2:23][CH2:24][CH2:25][NH:26][C:27](=[O:37])[CH2:28][C:29]1[CH:34]=[CH:33][C:32]([O:35][CH3:36])=[CH:31][CH:30]=1.O. Given the product [CH3:36][O:35][C:32]1[CH:31]=[CH:30][C:29]([CH2:28][C:27]([NH:26][CH2:25][CH2:24][NH:23][C:2]2[C:3]3[N:11]([CH3:12])[CH:10]=[C:9]([C:13]4[C:18]([CH3:19])=[CH:17][C:16]([O:20][CH3:21])=[CH:15][C:14]=4[CH3:22])[C:4]=3[N:5]=[C:6]([CH3:8])[N:7]=2)=[O:37])=[CH:34][CH:33]=1, predict the reactants needed to synthesize it.